Dataset: Forward reaction prediction with 1.9M reactions from USPTO patents (1976-2016). Task: Predict the product of the given reaction. (1) Given the reactants [NH2:1][C:2]1([C:6]2[CH:11]=[CH:10][C:9]([C:12]3[O:26][C:15]4[N:16]=[C:17]([NH:22][CH2:23][CH2:24][OH:25])[N:18]=[C:19]([O:20]C)[C:14]=4[C:13]=3[C:27]3[CH:32]=[CH:31][CH:30]=[CH:29][CH:28]=3)=[CH:8][CH:7]=2)[CH2:5][CH2:4][CH2:3]1.Cl, predict the reaction product. The product is: [NH2:1][C:2]1([C:6]2[CH:7]=[CH:8][C:9]([C:12]3[O:26][C:15]4[N:16]=[C:17]([NH:22][CH2:23][CH2:24][OH:25])[NH:18][C:19](=[O:20])[C:14]=4[C:13]=3[C:27]3[CH:28]=[CH:29][CH:30]=[CH:31][CH:32]=3)=[CH:10][CH:11]=2)[CH2:3][CH2:4][CH2:5]1. (2) The product is: [Br:20][CH2:2][CH2:3][CH2:4][C:5]#[C:6][C:7]1[CH:12]=[CH:11][C:10]([NH:13][C:14](=[O:19])[C:15]([F:18])([F:17])[F:16])=[CH:9][CH:8]=1. Given the reactants Cl[CH2:2][CH2:3][CH2:4][C:5]#[C:6][C:7]1[CH:12]=[CH:11][C:10]([NH:13][C:14](=[O:19])[C:15]([F:18])([F:17])[F:16])=[CH:9][CH:8]=1.[Br-:20].[Li+], predict the reaction product.